From a dataset of Peptide-MHC class II binding affinity with 134,281 pairs from IEDB. Regression. Given a peptide amino acid sequence and an MHC pseudo amino acid sequence, predict their binding affinity value. This is MHC class II binding data. (1) The peptide sequence is GVFFTFVLLLSGQIT. The MHC is DRB1_0101 with pseudo-sequence DRB1_0101. The binding affinity (normalized) is 0.436. (2) The peptide sequence is TAYEGQRVVFIQPSPV. The MHC is DRB5_0101 with pseudo-sequence DRB5_0101. The binding affinity (normalized) is 0.109. (3) The peptide sequence is YGNGILVGDNSFVSA. The MHC is HLA-DQA10201-DQB10402 with pseudo-sequence HLA-DQA10201-DQB10402. The binding affinity (normalized) is 0.326. (4) The peptide sequence is DKISDVSTIVPYIGPALNIV. The MHC is HLA-DPA10201-DPB11401 with pseudo-sequence HLA-DPA10201-DPB11401. The binding affinity (normalized) is 0.762. (5) The peptide sequence is AVDGRFAVPQILGDE. The MHC is HLA-DQA10102-DQB10502 with pseudo-sequence HLA-DQA10102-DQB10502. The binding affinity (normalized) is 0.433. (6) The peptide sequence is LVKYVNGDGDVVAVD. The MHC is DRB1_0404 with pseudo-sequence DRB1_0404. The binding affinity (normalized) is 0.366. (7) The binding affinity (normalized) is 0.399. The MHC is DRB1_1201 with pseudo-sequence DRB1_1201. The peptide sequence is KYMVIQGEPGAVIRG. (8) The peptide sequence is IQARAAALAFEQAYA. The MHC is DRB1_1501 with pseudo-sequence DRB1_1501. The binding affinity (normalized) is 0.332. (9) The peptide sequence is LLNRNNSFKPFAEYK. The MHC is HLA-DQA10201-DQB10202 with pseudo-sequence HLA-DQA10201-DQB10202. The binding affinity (normalized) is 0.0691. (10) The peptide sequence is EDMLEVWNRVWITNN. The MHC is DRB1_0301 with pseudo-sequence DRB1_0301. The binding affinity (normalized) is 0.334.